Dataset: Reaction yield outcomes from USPTO patents with 853,638 reactions. Task: Predict the reaction yield, written as a fraction of the theoretical maximum amount of product (1.0 means a 100% yield; for example, 0.34 means a 34% yield). The reactants are [Cl:1][C:2]1[C:7]([CH:8]=[O:9])=[C:6]([Cl:10])[N:5]=[CH:4][N:3]=1.[CH3:11][Mg]Br. The catalyst is CCOCC. The product is [Cl:1][C:2]1[C:7]([CH:8]([OH:9])[CH3:11])=[C:6]([Cl:10])[N:5]=[CH:4][N:3]=1. The yield is 0.870.